This data is from Forward reaction prediction with 1.9M reactions from USPTO patents (1976-2016). The task is: Predict the product of the given reaction. (1) Given the reactants [OH:1][CH:2]([C:6]1[CH:11]=[CH:10][C:9]([C:12]2[N:16]=[C:15]([C:17]3[O:21][N:20]=[C:19]([C:22]4[CH:27]=[CH:26][CH:25]=[CH:24][CH:23]=4)[C:18]=3[C:28]([F:31])([F:30])[F:29])[O:14][N:13]=2)=[CH:8][CH:7]=1)[C:3]([OH:5])=O.[CH:32]1([NH2:36])[CH2:35][CH2:34][CH2:33]1.CN(C(ON1N=NC2C=CC=NC1=2)=[N+](C)C)C.F[P-](F)(F)(F)(F)F.CN1CCOCC1, predict the reaction product. The product is: [CH:32]1([NH:36][C:3](=[O:5])[CH:2]([OH:1])[C:6]2[CH:7]=[CH:8][C:9]([C:12]3[N:16]=[C:15]([C:17]4[O:21][N:20]=[C:19]([C:22]5[CH:23]=[CH:24][CH:25]=[CH:26][CH:27]=5)[C:18]=4[C:28]([F:30])([F:31])[F:29])[O:14][N:13]=3)=[CH:10][CH:11]=2)[CH2:35][CH2:34][CH2:33]1. (2) Given the reactants [CH2:1]([CH:3]([N:6]1[CH2:11][CH2:10][CH:9]([CH2:12][C:13]([NH:15][OH:16])=[NH:14])[CH2:8][CH2:7]1)[CH2:4][CH3:5])[CH3:2].[Cl:17][CH2:18][C:19]1[CH:27]=[CH:26][C:22]([C:23](Cl)=O)=[CH:21][CH:20]=1, predict the reaction product. The product is: [Cl:17][CH2:18][C:19]1[CH:27]=[CH:26][C:22]([C:23]2[O:16][N:15]=[C:13]([CH2:12][CH:9]3[CH2:10][CH2:11][N:6]([CH:3]([CH2:4][CH3:5])[CH2:1][CH3:2])[CH2:7][CH2:8]3)[N:14]=2)=[CH:21][CH:20]=1.